Dataset: Human liver microsome stability data. Task: Regression/Classification. Given a drug SMILES string, predict its absorption, distribution, metabolism, or excretion properties. Task type varies by dataset: regression for continuous measurements (e.g., permeability, clearance, half-life) or binary classification for categorical outcomes (e.g., BBB penetration, CYP inhibition). Dataset: hlm. The drug is O=C(c1cc2cc(C3CC3)ccc2[nH]1)N1CC(=O)N(Cc2cccc(C3(O)COC3)c2)[C@@H](Cc2ccccc2)C1. The result is 1 (stable in human liver microsomes).